Dataset: Full USPTO retrosynthesis dataset with 1.9M reactions from patents (1976-2016). Task: Predict the reactants needed to synthesize the given product. (1) Given the product [S:1]1[CH:5]=[CH:4][CH:3]=[C:2]1[S:6]([NH:9][C:10]1[CH:11]=[C:12]([O:24][C:25]([F:27])([F:28])[F:26])[CH:13]=[C:14]2[C:18]=1[NH:17][C:16]([C:19]([OH:21])=[O:20])=[CH:15]2)(=[O:7])=[O:8], predict the reactants needed to synthesize it. The reactants are: [S:1]1[CH:5]=[CH:4][CH:3]=[C:2]1[S:6]([NH:9][C:10]1[CH:11]=[C:12]([O:24][C:25]([F:28])([F:27])[F:26])[CH:13]=[C:14]2[C:18]=1[NH:17][C:16]([C:19]([O:21]CC)=[O:20])=[CH:15]2)(=[O:8])=[O:7].[OH-].[Na+].O1CCCC1.Cl. (2) Given the product [CH2:1]([N:5]1[C:13]([N:14]2[CH2:19][CH2:18][N:17]([S:41]([CH3:44])(=[O:43])=[O:42])[C@H:16]([CH3:20])[CH2:15]2)=[N:12][C:11]2[C:6]1=[N:7][C:8]([C:27]1[CH:32]=[N:31][C:30]([NH2:33])=[N:29][CH:28]=1)=[N:9][C:10]=2[N:21]1[CH2:26][CH2:25][O:24][CH2:23][CH2:22]1)[CH:2]([CH3:4])[CH3:3], predict the reactants needed to synthesize it. The reactants are: [CH2:1]([N:5]1[C:13]([N:14]2[CH2:19][CH2:18][NH:17][C@H:16]([CH3:20])[CH2:15]2)=[N:12][C:11]2[C:6]1=[N:7][C:8]([C:27]1[CH:28]=[N:29][C:30]([NH2:33])=[N:31][CH:32]=1)=[N:9][C:10]=2[N:21]1[CH2:26][CH2:25][O:24][CH2:23][CH2:22]1)[CH:2]([CH3:4])[CH3:3].C(N(CC)CC)C.[S:41](Cl)([CH3:44])(=[O:43])=[O:42]. (3) Given the product [CH2:21]([O:20][C:18]([C:10]1[NH:9][C:17]2[C:12]([C:11]=1[Br:1])=[CH:13][CH:14]=[CH:15][CH:16]=2)=[O:19])[CH3:22], predict the reactants needed to synthesize it. The reactants are: [Br:1]N1C(=O)CCC1=O.[NH:9]1[C:17]2[C:12](=[CH:13][CH:14]=[CH:15][CH:16]=2)[CH:11]=[C:10]1[C:18]([O:20][CH2:21][CH3:22])=[O:19]. (4) Given the product [NH2:1][C:2]1[CH:9]=[CH:8][C:7]([I:10])=[CH:6][C:3]=1[C:4]#[N:5], predict the reactants needed to synthesize it. The reactants are: [NH2:1][C:2]1[CH:9]=[CH:8][CH:7]=[CH:6][C:3]=1[C:4]#[N:5].[I:10]N1C(=O)CCC1=O.C1C(=O)N(I)C(=O)C1.CN(C=O)C. (5) Given the product [CH:1]1([C:4]2[C:5]([CH3:15])=[CH:6][C:7]([CH3:14])=[C:8]([CH2:10][C:11]([Cl:19])=[O:12])[CH:9]=2)[CH2:3][CH2:2]1, predict the reactants needed to synthesize it. The reactants are: [CH:1]1([C:4]2[C:5]([CH3:15])=[CH:6][C:7]([CH3:14])=[C:8]([CH2:10][C:11](O)=[O:12])[CH:9]=2)[CH2:3][CH2:2]1.C(Cl)(=O)C([Cl:19])=O.CN(C)C=O.